From a dataset of Forward reaction prediction with 1.9M reactions from USPTO patents (1976-2016). Predict the product of the given reaction. (1) Given the reactants [Br:1][C:2]1[CH:8]=[CH:7][C:5]([NH2:6])=[CH:4][CH:3]=1.C(N(CC)CC)C.[C:16](OC(=O)C)(=[O:18])[CH3:17].O, predict the reaction product. The product is: [Br:1][C:2]1[CH:8]=[CH:7][C:5]([NH:6][C:16](=[O:18])[CH3:17])=[CH:4][CH:3]=1. (2) Given the reactants [C:1]([C:4]1[C:22](=[O:23])[C@@:8]2([CH3:24])[C:9]3[C:15]([OH:16])=[CH:14][C:13]([O:17][CH3:18])=[C:12]([C:19]([NH2:21])=[O:20])[C:10]=3[O:11][C:7]2=[CH:6][C:5]=1[OH:25])(=[O:3])[CH3:2].[CH3:26][C:27]1[C:34]([CH3:35])=[C:33]([CH2:36][O:37][C:38]2[CH:43]=[CH:42][CH:41]=[CH:40][CH:39]=2)[CH:32]=[C:31]([CH3:44])[C:28]=1[CH:29]=O.C([SiH](CC)CC)C.FC(F)(F)C(O)=O, predict the reaction product. The product is: [C:1]([C:4]1[C:22](=[O:23])[C@@:8]2([CH3:24])[C:9]3[C:15]([OH:16])=[CH:14][C:13]([O:17][CH3:18])=[C:12]([C:19]([NH:21][CH2:29][C:28]4[C:31]([CH3:44])=[CH:32][C:33]([CH2:36][O:37][C:38]5[CH:43]=[CH:42][CH:41]=[CH:40][CH:39]=5)=[C:34]([CH3:35])[C:27]=4[CH3:26])=[O:20])[C:10]=3[O:11][C:7]2=[CH:6][C:5]=1[OH:25])(=[O:3])[CH3:2].